Task: Predict the reaction yield, written as a fraction of the theoretical maximum amount of product (1.0 means a 100% yield; for example, 0.34 means a 34% yield).. Dataset: Reaction yield outcomes from USPTO patents with 853,638 reactions (1) The reactants are [Br:1][C:2]1[C:11]2[C:6](=[CH:7][CH:8]=[C:9]([O:12][CH3:13])[N:10]=2)[N:5]=[CH:4][C:3]=1[NH2:14].[F:15][B-:16]([F:19])([F:18])[F:17].[N:20]#[O+]. The catalyst is C1COCC1. The product is [F:15][B-:16]([F:19])([F:18])[F:17].[Br:1][C:2]1[C:11]2[C:6](=[CH:7][CH:8]=[C:9]([O:12][CH3:13])[N:10]=2)[N:5]=[CH:4][C:3]=1[N+:14]#[N:20]. The yield is 0.900. (2) The reactants are C(O[BH-](OC(=O)C)OC(=O)C)(=O)C.[Na+].[Cl:15][C:16]1[C:17]([CH:29]=O)=[N:18][CH:19]=[C:20]([N:22]2[CH2:27][CH2:26][CH2:25][CH2:24][CH:23]2[CH3:28])[N:21]=1.[CH2:31]([NH:38][CH2:39][CH2:40][OH:41])[C:32]1[CH:37]=[CH:36][CH:35]=[CH:34][CH:33]=1.C(=O)([O-])O.[Na+]. The catalyst is C(#N)C.C(O)(=O)C. The product is [CH2:31]([N:38]([CH2:29][C:17]1[C:16]([Cl:15])=[N:21][C:20]([N:22]2[CH2:27][CH2:26][CH2:25][CH2:24][CH:23]2[CH3:28])=[CH:19][N:18]=1)[CH2:39][CH2:40][OH:41])[C:32]1[CH:37]=[CH:36][CH:35]=[CH:34][CH:33]=1. The yield is 0.890. (3) The catalyst is C(O)(=O)C.O. The product is [CH3:4][C:2]([C:5]1[S:6][C:7]([C:29]2[CH:34]=[CH:33][N:32]=[C:31]([CH2:35][CH2:36][S:38]([CH3:37])(=[O:40])=[O:39])[N:30]=2)=[C:8]([C:10]2[C:11]([F:28])=[C:12]([NH:16][S:17]([C:20]3[C:21]([F:27])=[CH:22][CH:23]=[CH:24][C:25]=3[F:26])(=[O:19])=[O:18])[CH:13]=[CH:14][CH:15]=2)[N:9]=1)([CH3:1])[CH3:3]. The yield is 0.810. The reactants are [CH3:1][C:2]([C:5]1[S:6][C:7]([C:29]2[CH:34]=[CH:33][N:32]=[C:31]([CH:35]=[CH2:36])[N:30]=2)=[C:8]([C:10]2[C:11]([F:28])=[C:12]([NH:16][S:17]([C:20]3[C:25]([F:26])=[CH:24][CH:23]=[CH:22][C:21]=3[F:27])(=[O:19])=[O:18])[CH:13]=[CH:14][CH:15]=2)[N:9]=1)([CH3:4])[CH3:3].[CH3:37][S:38]([OH:40])=[O:39].[Na].C(O)C.